Dataset: Catalyst prediction with 721,799 reactions and 888 catalyst types from USPTO. Task: Predict which catalyst facilitates the given reaction. (1) Reactant: [C:1]([O:5][C:6]([NH:8][CH:9]([C:13]1[CH:18]=[CH:17][C:16]([C:19]2[CH:24]=[CH:23][CH:22]=[CH:21][CH:20]=2)=[CH:15][CH:14]=1)[C:10]([OH:12])=[O:11])=[O:7])([CH3:4])([CH3:3])[CH3:2].[C:25]1([CH2:31]O)[CH:30]=[CH:29][CH:28]=[CH:27][CH:26]=1.CN1CCOCC1.C(Cl)CCl. Product: [C:1]([O:5][C:6]([NH:8][CH:9]([C:13]1[CH:14]=[CH:15][C:16]([C:19]2[CH:24]=[CH:23][CH:22]=[CH:21][CH:20]=2)=[CH:17][CH:18]=1)[C:10]([O:12][CH2:31][C:25]1[CH:30]=[CH:29][CH:28]=[CH:27][CH:26]=1)=[O:11])=[O:7])([CH3:4])([CH3:2])[CH3:3]. The catalyst class is: 64. (2) Reactant: C(OC([N:11]1[CH2:16][CH:15]([CH3:17])[N:14]([CH3:18])[CH:13]([CH3:19])[CH2:12]1)=O)C1C=CC=CC=1. Product: [CH3:18][N:14]1[CH:15]([CH3:17])[CH2:16][NH:11][CH2:12][CH:13]1[CH3:19]. The catalyst class is: 50.